The task is: Predict which catalyst facilitates the given reaction.. This data is from Catalyst prediction with 721,799 reactions and 888 catalyst types from USPTO. (1) Reactant: [Cl:1][C:2]1[CH:11]=[C:10]([I:12])[CH:9]=[C:8]([Cl:13])[C:3]=1[C:4]([O:6]C)=[O:5].[I-].[Li+]. Product: [Cl:1][C:2]1[CH:11]=[C:10]([I:12])[CH:9]=[C:8]([Cl:13])[C:3]=1[C:4]([OH:6])=[O:5]. The catalyst class is: 228. (2) Reactant: [C:1]([NH:5][C:6](=[O:27])[CH:7]([S:25][CH3:26])[O:8][C:9]1[CH:10]=[C:11]2[C:16](=[CH:17][CH:18]=1)[N:15]=[CH:14][C:13]([C:19]#[C:20][Si](C)(C)C)=[CH:12]2)([CH3:4])([CH3:3])[CH3:2].C(=O)([O-])[O-].[K+].[K+]. Product: [C:1]([NH:5][C:6](=[O:27])[CH:7]([O:8][C:9]1[CH:10]=[C:11]2[C:16](=[CH:17][CH:18]=1)[N:15]=[CH:14][C:13]([C:19]#[CH:20])=[CH:12]2)[S:25][CH3:26])([CH3:4])([CH3:3])[CH3:2]. The catalyst class is: 125. (3) Reactant: [CH:1]1([NH:4][CH2:5][CH2:6][OH:7])[CH2:3][CH2:2]1.C(N(CC)CC)C.[CH3:15][O:16][C:17]1[CH:22]=[C:21]([CH3:23])[C:20]([S:24](Cl)(=[O:26])=[O:25])=[C:19]([CH3:28])[CH:18]=1. Product: [CH:1]1([N:4]([CH2:5][CH2:6][OH:7])[S:24]([C:20]2[C:21]([CH3:23])=[CH:22][C:17]([O:16][CH3:15])=[CH:18][C:19]=2[CH3:28])(=[O:26])=[O:25])[CH2:3][CH2:2]1. The catalyst class is: 4. (4) The catalyst class is: 11. Reactant: [CH2:1](NCCCC)CCC.C(O)(=O)C.C=O.[CH3:16][CH:17]([CH:21]([CH3:23])[CH3:22])[CH2:18][CH:19]=[O:20]. Product: [CH3:16][CH:17]([CH:21]([CH3:23])[CH3:22])[C:18](=[CH2:1])[CH:19]=[O:20]. (5) Reactant: [CH3:1][CH:2]([N:4]1[C:8]2[N:9]=[C:10]([C:16]3[CH:21]=[CH:20][C:19]([S:22]([CH3:25])(=[O:24])=[O:23])=[CH:18][CH:17]=3)[CH:11]=[C:12]([C:13](O)=[O:14])[C:7]=2[CH:6]=[N:5]1)[CH3:3].[NH2:26][CH2:27][C:28]1[C:29](=[O:36])[NH:30][C:31]([CH3:35])=[CH:32][C:33]=1[CH3:34].CN1CCOCC1.ON1C2N=CC=CC=2N=N1.C(Cl)CCl. Product: [CH3:34][C:33]1[CH:32]=[C:31]([CH3:35])[NH:30][C:29](=[O:36])[C:28]=1[CH2:27][NH:26][C:13]([C:12]1[C:7]2[CH:6]=[N:5][N:4]([CH:2]([CH3:1])[CH3:3])[C:8]=2[N:9]=[C:10]([C:16]2[CH:21]=[CH:20][C:19]([S:22]([CH3:25])(=[O:24])=[O:23])=[CH:18][CH:17]=2)[CH:11]=1)=[O:14]. The catalyst class is: 16. (6) Product: [CH3:1][C:2]([CH3:21])([CH3:20])[CH2:3][CH2:4][C:5]1[CH:15]=[C:14]([C:16]([F:17])([F:18])[F:19])[CH:13]=[CH:12][C:6]=1[CH2:7][NH:8][C:9]([NH:11][C:29]1[CH:30]=[CH:31][CH:32]=[C:33]2[C:28]=1[CH:27]=[N:74][N:75]2[CH3:68])=[O:10]. Reactant: [CH3:1][C:2]([CH3:21])([CH3:20])[CH2:3][CH2:4][C:5]1[CH:15]=[C:14]([C:16]([F:19])([F:18])[F:17])[CH:13]=[CH:12][C:6]=1[CH2:7][NH:8][C:9]([NH2:11])=[O:10].C(Cl)(Cl)Cl.C[C:27]1(C)C2C(=C(P(C3C=CC=CC=3)C3C=CC=CC=3)C=CC=2)O[C:29]2[C:30](P(C3C=CC=CC=3)C3C=CC=CC=3)=[CH:31][CH:32]=[CH:33][C:28]1=2.[C:68]([O-])([O-])=O.[Cs+].[Cs+].[N:74]#[N:75]. The catalyst class is: 62.